From a dataset of Catalyst prediction with 721,799 reactions and 888 catalyst types from USPTO. Predict which catalyst facilitates the given reaction. (1) Reactant: [CH2:1]([C@@H:8]1[CH2:12][O:11][C:10](=[O:13])[N:9]1[C:14](=[O:17])[CH2:15][CH3:16])[C:2]1[CH:7]=[CH:6][CH:5]=[CH:4][CH:3]=1.CCN(C(C)C)C(C)C.[CH:27]([C@H:29]1[CH2:33][O:32][C:31]([CH3:35])([CH3:34])[N:30]1[C:36]([O:38][C:39]([CH3:42])([CH3:41])[CH3:40])=[O:37])=[O:28]. Product: [CH2:1]([C@@H:8]1[CH2:12][O:11][C:10](=[O:13])[N:9]1[C:14](=[O:17])[C@H:15]([CH3:16])[C@H:27]([C@H:29]1[CH2:33][O:32][C:31]([CH3:35])([CH3:34])[N:30]1[C:36]([O:38][C:39]([CH3:42])([CH3:41])[CH3:40])=[O:37])[OH:28])[C:2]1[CH:3]=[CH:4][CH:5]=[CH:6][CH:7]=1. The catalyst class is: 388. (2) Reactant: [N+:1]([C:4]1[C:5]([NH:22][C:23]2[CH:31]=[CH:30][C:26]([C:27]([NH2:29])=[O:28])=[CH:25][CH:24]=2)=[N:6][C:7]([NH:10][C:11]2[CH:12]=[N:13][N:14]([CH:16]3[CH2:21][CH2:20][O:19][CH2:18][CH2:17]3)[CH:15]=2)=[N:8][CH:9]=1)([O-])=O. Product: [NH2:1][C:4]1[C:5]([NH:22][C:23]2[CH:31]=[CH:30][C:26]([C:27]([NH2:29])=[O:28])=[CH:25][CH:24]=2)=[N:6][C:7]([NH:10][C:11]2[CH:12]=[N:13][N:14]([CH:16]3[CH2:21][CH2:20][O:19][CH2:18][CH2:17]3)[CH:15]=2)=[N:8][CH:9]=1. The catalyst class is: 19.